This data is from Catalyst prediction with 721,799 reactions and 888 catalyst types from USPTO. The task is: Predict which catalyst facilitates the given reaction. (1) Product: [F:33][C:30]([F:31])([F:32])[C:22]1[CH:21]=[C:20]([C:18]2[CH:17]=[CH:16][N:15]=[C:14]([CH:11]3[CH2:12][CH2:13][NH:8][CH2:9][CH2:10]3)[N:19]=2)[CH:25]=[C:24]([C:26]([F:29])([F:27])[F:28])[CH:23]=1. Reactant: C(OC([N:8]1[CH2:13][CH2:12][CH:11]([C:14]2[N:19]=[C:18]([C:20]3[CH:25]=[C:24]([C:26]([F:29])([F:28])[F:27])[CH:23]=[C:22]([C:30]([F:33])([F:32])[F:31])[CH:21]=3)[CH:17]=[CH:16][N:15]=2)[CH2:10][CH2:9]1)=O)(C)(C)C.C(C(O)=O)(F)(F)F. The catalyst class is: 390. (2) Reactant: Cl[C:2]1[C:11]([C:12]([OH:14])=[O:13])=[CH:10][C:9]2[C:4](=[CH:5][C:6]([O:15][CH3:16])=[CH:7][CH:8]=2)[N:3]=1.[C:17]([O:21][C:22](=[O:28])[NH:23][CH2:24][CH2:25][CH2:26][NH2:27])([CH3:20])([CH3:19])[CH3:18].C(=O)([O-])[O-].[K+].[K+]. Product: [C:17]([O:21][C:22]([NH:23][CH2:24][CH2:25][CH2:26][NH:27][C:2]1[C:11]([C:12]([OH:14])=[O:13])=[CH:10][C:9]2[C:4](=[CH:5][C:6]([O:15][CH3:16])=[CH:7][CH:8]=2)[N:3]=1)=[O:28])([CH3:20])([CH3:19])[CH3:18]. The catalyst class is: 16. (3) Reactant: [Br:1][C:2]1[CH:10]=[C:9]2[C:5](/[C:6](=[CH:12]/[C:13]3[CH:18]=[CH:17][CH:16]=[C:15]([Cl:19])[CH:14]=3)/[C:7](=[O:11])[NH:8]2)=[CH:4][CH:3]=1.[C:20]([O:24][C:25](O[C:25]([O:24][C:20]([CH3:23])([CH3:22])[CH3:21])=[O:26])=[O:26])([CH3:23])([CH3:22])[CH3:21]. Product: [C:20]([O:24][C:25]([N:8]1[C:9]2[C:5](=[CH:4][CH:3]=[C:2]([Br:1])[CH:10]=2)/[C:6](=[CH:12]/[C:13]2[CH:18]=[CH:17][CH:16]=[C:15]([Cl:19])[CH:14]=2)/[C:7]1=[O:11])=[O:26])([CH3:23])([CH3:22])[CH3:21]. The catalyst class is: 277. (4) Product: [N:5]1[CH:6]=[CH:7][CH:8]=[CH:9][C:4]=1[C:1](=[O:3])[CH2:2][C:10](=[O:15])[C:11]([O:13][CH3:14])=[O:12]. Reactant: [C:1]([C:4]1[CH:9]=[CH:8][CH:7]=[CH:6][N:5]=1)(=[O:3])[CH3:2].[C:10](OC)(=[O:15])[C:11]([O:13][CH3:14])=[O:12].C[O-].[Na+].O. The catalyst class is: 459. (5) Reactant: [Br:1][C:2]1[N:7]=[C:6]2[C:8]([C:11]([OH:13])=O)=[CH:9][NH:10][C:5]2=[N:4][CH:3]=1.[Si:14]([O:21][CH2:22][C:23]([CH3:26])([NH2:25])[CH3:24])([C:17]([CH3:20])([CH3:19])[CH3:18])([CH3:16])[CH3:15].[CH3:27]CN=C=NCCCN(C)C.C1C=CC2N(O)N=NC=2C=1.CCN(C(C)C)C(C)C. Product: [Br:1][C:2]1[N:7]=[C:6]2[C:8]([C:11](=[O:13])[CH2:27][NH:25][C:23]([CH3:26])([CH3:24])[CH2:22][O:21][Si:14]([C:17]([CH3:20])([CH3:19])[CH3:18])([CH3:16])[CH3:15])=[CH:9][NH:10][C:5]2=[N:4][CH:3]=1. The catalyst class is: 18. (6) Reactant: [CH:1]1[NH:5][N:4]=[CH:3][C:2]=1[N+:6]([O-:8])=[O:7].[H-].[Na+].[CH3:11][O:12][CH2:13][CH2:14]Br.[Na+].[I-]. Product: [CH3:11][O:12][CH2:13][CH2:14][N:4]1[CH:3]=[C:2]([N+:6]([O-:8])=[O:7])[CH:1]=[N:5]1. The catalyst class is: 3.